From a dataset of Peptide-MHC class I binding affinity with 185,985 pairs from IEDB/IMGT. Regression. Given a peptide amino acid sequence and an MHC pseudo amino acid sequence, predict their binding affinity value. This is MHC class I binding data. (1) The peptide sequence is VLLDSITRL. The MHC is HLA-A02:19 with pseudo-sequence HLA-A02:19. The binding affinity (normalized) is 1.00. (2) The peptide sequence is LPNRRHHLI. The MHC is HLA-B51:01 with pseudo-sequence HLA-B51:01. The binding affinity (normalized) is 0.350. (3) The peptide sequence is LAYSYHDL. The MHC is HLA-A02:06 with pseudo-sequence HLA-A02:06. The binding affinity (normalized) is 0.140. (4) The peptide sequence is TWVLVGGVLAA. The MHC is Patr-A0901 with pseudo-sequence Patr-A0901. The binding affinity (normalized) is 0.525. (5) The peptide sequence is EIAKYGHSF. The MHC is HLA-B15:01 with pseudo-sequence HLA-B15:01. The binding affinity (normalized) is 0.625. (6) The peptide sequence is PDYKRPGVS. The MHC is HLA-B40:02 with pseudo-sequence HLA-B40:02. The binding affinity (normalized) is 0.0962.